Dataset: Full USPTO retrosynthesis dataset with 1.9M reactions from patents (1976-2016). Task: Predict the reactants needed to synthesize the given product. Given the product [O:26]=[C:22]1[NH:23][C:24]2[N:25]=[C:16]([O:15][CH2:14][CH2:13][CH2:12][CH2:11][N:2]3[CH2:3][CH2:4][C:5]4[C:6]([C:27]#[N:28])=[CH:7][CH:8]=[CH:9][C:10]=4[CH2:1]3)[CH:17]=[CH:18][C:19]=2[CH2:20][CH2:21]1, predict the reactants needed to synthesize it. The reactants are: [CH2:1]1[C:10]2[C:5](=[CH:6][CH:7]=[CH:8][CH:9]=2)[CH2:4][CH2:3][N:2]1[CH2:11][CH2:12][CH2:13][CH2:14][O:15][C:16]1[N:25]=[C:24]2[C:19]([CH2:20][CH2:21][C:22](=[O:26])[NH:23]2)=[CH:18][CH:17]=1.[CH2:27]1C2C=CC=C(C#N)C=2CC[NH:28]1.